This data is from Forward reaction prediction with 1.9M reactions from USPTO patents (1976-2016). The task is: Predict the product of the given reaction. (1) Given the reactants [C:1]([C:3]1[CH:4]=[C:5](B(O)O)[CH:6]=[CH:7][C:8]=1[O:9][CH2:10][CH:11]([CH3:13])[CH3:12])#[N:2].[Br:17][C:18]1[C:19]([F:28])=[C:20]([C:24]([O:26][CH3:27])=[O:25])[S:21][C:22]=1Br, predict the reaction product. The product is: [Br:17][C:18]1[C:19]([F:28])=[C:20]([C:24]([O:26][CH3:27])=[O:25])[S:21][C:22]=1[C:5]1[CH:6]=[CH:7][C:8]([O:9][CH2:10][CH:11]([CH3:13])[CH3:12])=[C:3]([C:1]#[N:2])[CH:4]=1. (2) Given the reactants Br[C:2]1[CH:11]=[C:10]2[C:5]([C:6]([C:16]([O:18][CH3:19])=[O:17])=[CH:7][C:8]([C:12]([O:14][CH3:15])=[O:13])=[N:9]2)=[CH:4][CH:3]=1.CC1(C)C(C)(C)OB([C:28]2[CH:33]=[CH:32][C:31]([OH:34])=[CH:30][CH:29]=2)O1.C1(P(C2C=CC=CC=2)C2C=CC=CC=2)C=CC=CC=1.[O-]P([O-])([O-])=O.[K+].[K+].[K+].O, predict the reaction product. The product is: [OH:34][C:31]1[CH:32]=[CH:33][C:28]([C:2]2[CH:11]=[C:10]3[C:5]([C:6]([C:16]([O:18][CH3:19])=[O:17])=[CH:7][C:8]([C:12]([O:14][CH3:15])=[O:13])=[N:9]3)=[CH:4][CH:3]=2)=[CH:29][CH:30]=1. (3) Given the reactants FC(F)(F)S(O[C:7]1[CH2:8][CH2:9][N:10]([C:13]([O:15][C:16]([CH3:19])([CH3:18])[CH3:17])=[O:14])[CH2:11][CH:12]=1)(=O)=O.[N:22]1[CH:27]=[CH:26][C:25](B(O)O)=[CH:24][CH:23]=1.COCCOC.C(=O)([O-])[O-].[Cs+].[Cs+], predict the reaction product. The product is: [N:10]1([C:13]([O:15][C:16]([CH3:19])([CH3:18])[CH3:17])=[O:14])[CH2:11][CH:12]=[C:7]([C:25]2[CH:26]=[CH:27][N:22]=[CH:23][CH:24]=2)[CH2:8][CH2:9]1. (4) Given the reactants [Br:1][C:2]1[N:6]=[C:5]([O:7][CH2:8][CH3:9])[NH:4][C:3]=1[CH:10]=[O:11].[C:12]([O:16][C:17]([C:19]1[C:20]([C:25]2[CH:30]=[CH:29][C:28]([CH2:31]Br)=[CH:27][CH:26]=2)=[CH:21][CH:22]=[CH:23][CH:24]=1)=[O:18])([CH3:15])([CH3:14])[CH3:13].C(=O)([O-])[O-].[K+].[K+].CN(C=O)C, predict the reaction product. The product is: [C:12]([O:16][C:17]([C:19]1[C:20]([C:25]2[CH:30]=[CH:29][C:28]([CH2:31][N:4]3[C:3]([CH:10]=[O:11])=[C:2]([Br:1])[N:6]=[C:5]3[O:7][CH2:8][CH3:9])=[CH:27][CH:26]=2)=[CH:21][CH:22]=[CH:23][CH:24]=1)=[O:18])([CH3:15])([CH3:14])[CH3:13]. (5) The product is: [Br:24][C:25]1[CH:30]=[CH:29][N:28]=[C:27]([O:1][C@H:2]2[CH2:7][N:6]([C:8]([C:10]3[CH:14]=[CH:13][S:12][C:11]=3[C:15]3[N:20]=[CH:19][CH:18]=[CH:17][N:16]=3)=[O:9])[C@H:5]([CH3:21])[CH2:4][CH2:3]2)[CH:26]=1. Given the reactants [OH:1][C@H:2]1[CH2:7][N:6]([C:8]([C:10]2[CH:14]=[CH:13][S:12][C:11]=2[C:15]2[N:20]=[CH:19][CH:18]=[CH:17][N:16]=2)=[O:9])[C@H:5]([CH3:21])[CH2:4][CH2:3]1.[H-].[Na+].[Br:24][C:25]1[CH:30]=[CH:29][N:28]=[C:27](F)[CH:26]=1, predict the reaction product. (6) Given the reactants [NH2:1][C:2]1[C:3]([CH3:15])=[C:4]([CH:8]=[CH:9][C:10]=1[S:11]([CH3:14])(=[O:13])=[O:12])[C:5]([OH:7])=O.[CH3:16][N:17]1[C:21]([OH:22])=[CH:20][C:19]([CH3:23])=[N:18]1.Cl.CN(C)CCCN=C=NCC.CCN(CC)CC.[Si](C#N)(C)(C)C.[C-]#N.[K+], predict the reaction product. The product is: [NH2:1][C:2]1[C:3]([CH3:15])=[C:4]([CH:8]=[CH:9][C:10]=1[S:11]([CH3:14])(=[O:13])=[O:12])[C:5]([C:20]1[C:19]([CH3:23])=[N:18][N:17]([CH3:16])[C:21]=1[OH:22])=[O:7]. (7) Given the reactants [Cl:1][C:2]1[C:3]([C:13]([F:16])([F:15])[F:14])=[N:4][NH:5][C:6]=1[C:7]1[CH:12]=[CH:11][CH:10]=[CH:9][CH:8]=1.C([O-])([O-])=O.[K+].[K+].Cl[CH2:24][C:25]([N:27]1[CH2:32][CH2:31][N:30]([C:33]2[CH:38]=[CH:37][C:36]([Br:39])=[C:35]([O:40][CH3:41])[CH:34]=2)[CH2:29][CH2:28]1)=[O:26].CN(C=O)C, predict the reaction product. The product is: [Br:39][C:36]1[CH:37]=[CH:38][C:33]([N:30]2[CH2:31][CH2:32][N:27]([C:25](=[O:26])[CH2:24][N:4]3[C:3]([C:13]([F:14])([F:16])[F:15])=[C:2]([Cl:1])[C:6]([C:7]4[CH:12]=[CH:11][CH:10]=[CH:9][CH:8]=4)=[N:5]3)[CH2:28][CH2:29]2)=[CH:34][C:35]=1[O:40][CH3:41]. (8) Given the reactants Cl[C:2]1[C:7]([C:8]2[N:13]=[CH:12][N:11]=[C:10]([NH:14][CH2:15][C:16]3[CH:21]=[CH:20][C:19]([O:22][CH3:23])=[CH:18][C:17]=3[O:24][CH3:25])[CH:9]=2)=[CH:6][CH:5]=[CH:4][N:3]=1.[NH2:26][C:27]1[CH:28]=[C:29]([NH:34][C:35](=[O:46])[C:36]2[CH:41]=[CH:40][CH:39]=[C:38]([C:42]([F:45])([F:44])[F:43])[CH:37]=2)[CH:30]=[CH:31][C:32]=1[CH3:33].CC(C)([O-])C.[K+], predict the reaction product. The product is: [CH3:25][O:24][C:17]1[CH:18]=[C:19]([O:22][CH3:23])[CH:20]=[CH:21][C:16]=1[CH2:15][NH:14][C:10]1[N:11]=[CH:12][N:13]=[C:8]([C:7]2[C:2]([NH:26][C:27]3[CH:28]=[C:29]([NH:34][C:35](=[O:46])[C:36]4[CH:41]=[CH:40][CH:39]=[C:38]([C:42]([F:43])([F:44])[F:45])[CH:37]=4)[CH:30]=[CH:31][C:32]=3[CH3:33])=[N:3][CH:4]=[CH:5][CH:6]=2)[CH:9]=1. (9) Given the reactants [O:1]=[C:2]([CH3:30])[CH:3]=[CH:4][C:5]1[CH:6]=[CH:7][C:8]([NH:11][C:12](=[O:29])[CH:13]([NH:17][C:18](=[O:28])[CH2:19][C:20]2[CH:25]=[C:24]([F:26])[CH:23]=[C:22]([F:27])[CH:21]=2)[CH2:14][CH2:15][CH3:16])=[N:9][CH:10]=1, predict the reaction product. The product is: [O:1]=[C:2]([CH3:30])[CH2:3][CH2:4][C:5]1[CH:6]=[CH:7][C:8]([NH:11][C:12](=[O:29])[CH:13]([NH:17][C:18](=[O:28])[CH2:19][C:20]2[CH:25]=[C:24]([F:26])[CH:23]=[C:22]([F:27])[CH:21]=2)[CH2:14][CH2:15][CH3:16])=[N:9][CH:10]=1.